Dataset: Catalyst prediction with 721,799 reactions and 888 catalyst types from USPTO. Task: Predict which catalyst facilitates the given reaction. Reactant: Br[C:2]1[C:10]2[C:5](=[N:6][CH:7]=[CH:8][N:9]=2)[S:4][N:3]=1.[NH2:11][CH2:12][CH2:13][CH2:14][NH2:15]. Product: [S:4]1[C:5]2=[N:6][CH:7]=[CH:8][N:9]=[C:10]2[C:2]([NH:11][CH2:12][CH2:13][CH2:14][NH2:15])=[N:3]1. The catalyst class is: 5.